This data is from Forward reaction prediction with 1.9M reactions from USPTO patents (1976-2016). The task is: Predict the product of the given reaction. (1) Given the reactants Br.[CH3:2][C@@:3]1([C:9]([F:12])([F:11])[F:10])[CH2:7][NH:6][C:5](=[NH:8])[NH:4]1.C[O-].[Na+].[C:16](OCC)(=[O:23])[CH2:17][C:18](OCC)=[O:19].Cl, predict the reaction product. The product is: [OH:23][C:16]1[N:8]=[C:5]2[NH:4][C@:3]([CH3:2])([C:9]([F:12])([F:10])[F:11])[CH2:7][N:6]2[C:18](=[O:19])[CH:17]=1. (2) Given the reactants [CH:1]1([C:7]2[C:15]3[C:10](=[CH:11][C:12]([C:16]([O:18]C)=[O:17])=[CH:13][CH:14]=3)[NH:9][C:8]=2[C:20]2[CH:25]=[CH:24][CH:23]=[CH:22][CH:21]=2)[CH2:6][CH2:5][CH2:4][CH2:3][CH2:2]1.Cl[CH2:27][C:28]1[N:29]=[C:30]([CH3:33])[S:31][CH:32]=1, predict the reaction product. The product is: [CH:1]1([C:7]2[C:15]3[C:10](=[CH:11][C:12]([C:16]([OH:18])=[O:17])=[CH:13][CH:14]=3)[N:9]([CH2:27][C:28]3[N:29]=[C:30]([CH3:33])[S:31][CH:32]=3)[C:8]=2[C:20]2[CH:25]=[CH:24][CH:23]=[CH:22][CH:21]=2)[CH2:2][CH2:3][CH2:4][CH2:5][CH2:6]1. (3) Given the reactants [Cl:1][C:2]1[CH:10]=[CH:9][C:8]([CH3:11])=[CH:7][C:3]=1[C:4]([OH:6])=O.[N:12]1[CH:17]=[CH:16][CH:15]=[C:14]([C:18]2([CH2:23][NH2:24])[CH2:22][CH2:21][CH2:20][CH2:19]2)[CH:13]=1, predict the reaction product. The product is: [Cl:1][C:2]1[CH:10]=[CH:9][C:8]([CH3:11])=[CH:7][C:3]=1[C:4]([NH:24][CH2:23][C:18]1([C:14]2[CH:13]=[N:12][CH:17]=[CH:16][CH:15]=2)[CH2:22][CH2:21][CH2:20][CH2:19]1)=[O:6]. (4) Given the reactants [Si]([O:8][C@H:9]([C:46]1[CH:47]=[CH:48][C:49]([OH:55])=[C:50]([NH:52][CH:53]=[O:54])[CH:51]=1)[CH2:10][NH:11][CH2:12][CH2:13][C:14]1[CH:19]=[CH:18][C:17]([O:20][CH2:21][CH2:22][C:23]2[CH:28]=[CH:27][C:26]([OH:29])=[C:25]([C@@H:30]([C:40]3[CH:45]=[CH:44][CH:43]=[CH:42][CH:41]=3)[CH2:31][CH2:32][N:33]([CH:37]([CH3:39])[CH3:38])[CH:34]([CH3:36])[CH3:35])[CH:24]=2)=[CH:16][CH:15]=1)(C(C)(C)C)(C)C.CCN(CC)CC.F.F.F, predict the reaction product. The product is: [NH3:11].[CH:37]([N:33]([CH:34]([CH3:36])[CH3:35])[CH2:32][CH2:31][C@@H:30]([C:25]1[CH:24]=[C:23]([CH2:22][CH2:21][O:20][C:17]2[CH:18]=[CH:19][C:14]([CH2:13][CH2:12][NH:11][CH2:10][C@@H:9]([C:46]3[CH:47]=[CH:48][C:49]([OH:55])=[C:50]([NH:52][CH:53]=[O:54])[CH:51]=3)[OH:8])=[CH:15][CH:16]=2)[CH:28]=[CH:27][C:26]=1[OH:29])[C:40]1[CH:41]=[CH:42][CH:43]=[CH:44][CH:45]=1)([CH3:38])[CH3:39]. (5) Given the reactants [F:1][C:2]([F:30])([F:29])[C:3]1[CH:24]=[C:23]([C:25]([F:28])([F:27])[F:26])[CH:22]=[CH:21][C:4]=1[CH2:5][N:6]1[CH2:11][CH2:10][CH:9](/[CH:12]=[C:13]2/[C:14]([NH:19][CH3:20])=[N:15][C:16](=[O:18])[S:17]/2)[CH2:8][CH2:7]1.[C:31]([OH:38])(=[O:37])/[CH:32]=[CH:33]/[C:34]([OH:36])=[O:35], predict the reaction product. The product is: [C:31]([OH:38])(=[O:37])/[CH:32]=[CH:33]/[C:34]([OH:36])=[O:35].[F:30][C:2]([F:1])([F:29])[C:3]1[CH:24]=[C:23]([C:25]([F:27])([F:28])[F:26])[CH:22]=[CH:21][C:4]=1[CH2:5][N:6]1[CH2:11][CH2:10][CH:9](/[CH:12]=[C:13]2/[C:14]([NH:19][CH3:20])=[N:15][C:16](=[O:18])[S:17]/2)[CH2:8][CH2:7]1. (6) The product is: [CH3:13][O:12][C:8]1[CH:7]=[C:6]2[C:11](=[CH:10][CH:9]=1)[C:2]([C:23]1[CH:24]=[CH:25][N:20]=[CH:21][CH:22]=1)=[N:3][C:4]([NH:14][C:15]1[CH:19]=[CH:18][NH:17][N:16]=1)=[CH:5]2. Given the reactants Cl[C:2]1[C:11]2[C:6](=[CH:7][C:8]([O:12][CH3:13])=[CH:9][CH:10]=2)[CH:5]=[C:4]([NH:14][C:15]2[CH:19]=[CH:18][NH:17][N:16]=2)[N:3]=1.[N:20]1[CH:25]=[CH:24][C:23](B(O)O)=[CH:22][CH:21]=1, predict the reaction product.